This data is from Forward reaction prediction with 1.9M reactions from USPTO patents (1976-2016). The task is: Predict the product of the given reaction. (1) The product is: [C:26]([OH:29])(=[O:28])[CH3:27].[C:26]([OH:29])(=[O:28])[CH3:27].[F:22][CH2:21][CH:9]1[CH2:10][NH:11][CH2:12][CH2:13][NH:8]1. Given the reactants C([N:8]1[CH2:13][CH2:12][N:11](CC2C=CC=CC=2)[CH2:10][CH:9]1[CH2:21][F:22])C1C=CC=CC=1.C(O)C.[C:26]([OH:29])(=[O:28])[CH3:27], predict the reaction product. (2) Given the reactants C[O:2][C:3]([C@@H:5]1[CH2:9][C@H:8]([N:10]([CH3:19])[C:11]([O:13][CH2:14][C:15]([Cl:18])([Cl:17])[Cl:16])=[O:12])[CH2:7][N:6]1[C:20]([O:22][C:23]([CH3:26])([CH3:25])[CH3:24])=[O:21])=[O:4].[OH-].[Na+], predict the reaction product. The product is: [C:23]([O:22][C:20]([N:6]1[CH2:7][C@@H:8]([N:10]([CH3:19])[C:11]([O:13][CH2:14][C:15]([Cl:18])([Cl:17])[Cl:16])=[O:12])[CH2:9][C@H:5]1[C:3]([OH:4])=[O:2])=[O:21])([CH3:26])([CH3:24])[CH3:25]. (3) Given the reactants [NH2:1][C:2]1[C:7]([CH2:8][OH:9])=[CH:6][CH:5]=[CH:4][N:3]=1.[Br:10]Br, predict the reaction product. The product is: [BrH:10].[NH2:1][C:2]1[C:7]([CH2:8][OH:9])=[CH:6][C:5]([Br:10])=[CH:4][N:3]=1. (4) Given the reactants [Cl:1][C:2]1[CH:3]=[N:4][C:5]2[C:10]([CH:11]=1)=[CH:9][C:8]([CH2:12][C:13]1[CH:14]=[C:15]([CH:20]=[CH:21][N:22]=1)[C:16]([O:18]C)=[O:17])=[CH:7][C:6]=2[F:23].O.[OH-].[Na+].Cl, predict the reaction product. The product is: [Cl:1][C:2]1[CH:3]=[N:4][C:5]2[C:10]([CH:11]=1)=[CH:9][C:8]([CH2:12][C:13]1[CH:14]=[C:15]([CH:20]=[CH:21][N:22]=1)[C:16]([OH:18])=[O:17])=[CH:7][C:6]=2[F:23]. (5) The product is: [C:1]([O:5][C:6](=[O:14])[NH:7][CH2:8][CH2:9][N:10]([C:16]1([CH2:27][C:28]2[CH:33]=[CH:32][CH:31]=[C:30]([Cl:34])[CH:29]=2)[C:24]2[C:19](=[CH:20][C:21]([Cl:25])=[CH:22][CH:23]=2)[NH:18][C:17]1=[O:26])[CH:11]([CH3:12])[CH3:13])([CH3:4])([CH3:3])[CH3:2]. Given the reactants [C:1]([O:5][C:6](=[O:14])[NH:7][CH2:8][CH2:9][NH:10][CH:11]([CH3:13])[CH3:12])([CH3:4])([CH3:3])[CH3:2].Br[C:16]1([CH2:27][C:28]2[CH:33]=[CH:32][CH:31]=[C:30]([Cl:34])[CH:29]=2)[C:24]2[C:19](=[CH:20][C:21]([Cl:25])=[CH:22][CH:23]=2)[NH:18][C:17]1=[O:26].C([O-])([O-])=O.[K+].[K+], predict the reaction product. (6) Given the reactants [Cl:1][C:2]1[N:7]=[C:6]([C:8]2[S:12][C:11]([N:13]3[CH2:18][CH2:17][O:16][CH2:15][CH2:14]3)=[N:10][C:9]=2[C:19]2[C:20]([O:26][CH3:27])=[C:21]([CH:23]=[CH:24][CH:25]=2)[NH2:22])[CH:5]=[CH:4][N:3]=1.[F:28][C:29]1[CH:34]=[CH:33][CH:32]=[C:31]([F:35])[C:30]=1[S:36](Cl)(=[O:38])=[O:37], predict the reaction product. The product is: [Cl:1][C:2]1[N:7]=[C:6]([C:8]2[S:12][C:11]([N:13]3[CH2:14][CH2:15][O:16][CH2:17][CH2:18]3)=[N:10][C:9]=2[C:19]2[C:20]([O:26][CH3:27])=[C:21]([NH:22][S:36]([C:30]3[C:31]([F:35])=[CH:32][CH:33]=[CH:34][C:29]=3[F:28])(=[O:38])=[O:37])[CH:23]=[CH:24][CH:25]=2)[CH:5]=[CH:4][N:3]=1.